This data is from Full USPTO retrosynthesis dataset with 1.9M reactions from patents (1976-2016). The task is: Predict the reactants needed to synthesize the given product. (1) Given the product [NH2:1][C:2]1[N:7]=[CH:6][C:5](/[CH:8]=[CH:9]/[C:10]([N:14]([C@@H:15]([C:17]2[O:18][C:19]3[CH:27]=[CH:26][CH:25]=[CH:24][C:20]=3[C:21]=2[CH2:22][CH3:23])[CH3:16])[CH3:13])=[O:12])=[CH:4][CH:3]=1, predict the reactants needed to synthesize it. The reactants are: [NH2:1][C:2]1[N:7]=[CH:6][C:5](/[CH:8]=[CH:9]/[C:10]([OH:12])=O)=[CH:4][CH:3]=1.[CH3:13][NH:14][C@@H:15]([C:17]1[O:18][C:19]2[CH:27]=[CH:26][CH:25]=[CH:24][C:20]=2[C:21]=1[CH2:22][CH3:23])[CH3:16].CCN=C=NCCCN(C)C.C1C=CC2N(O)N=NC=2C=1.CCN(C(C)C)C(C)C. (2) The reactants are: [CH2:1]1[CH:5]2[CH:6]3[CH2:10][CH:9]=[CH:8][CH:7]3[CH:3]([CH2:4]2)[CH2:2]1.[C:11]1(C)C=CC=C[CH:12]=1.C([Al](CC(C)C)CC(C)C)C(C)C.C=C. Given the product [CH2:2]1[CH:3]2[CH:7]3[CH2:8][CH:9]=[CH:10][CH:6]3[CH:5]([CH2:4]2)[CH2:1]1.[CH2:11]=[CH2:12], predict the reactants needed to synthesize it.